From a dataset of Full USPTO retrosynthesis dataset with 1.9M reactions from patents (1976-2016). Predict the reactants needed to synthesize the given product. Given the product [Br:31][C:32]1[C:33]([F:42])=[C:34]2[C:40]([NH:41][C:6](=[O:8])[CH2:5][S:2]([CH3:1])(=[O:4])=[O:3])=[CH:39][NH:38][C:35]2=[N:36][CH:37]=1, predict the reactants needed to synthesize it. The reactants are: [CH3:1][S:2]([CH2:5][C:6]([OH:8])=O)(=[O:4])=[O:3].O=C1N(P(Cl)(N2CCOC2=O)=O)CCO1.C(N(CC)CC)C.[Br:31][C:32]1[C:33]([F:42])=[C:34]2[C:40]([NH2:41])=[CH:39][NH:38][C:35]2=[N:36][CH:37]=1.C([O-])([O-])=O.[Na+].[Na+].